This data is from Full USPTO retrosynthesis dataset with 1.9M reactions from patents (1976-2016). The task is: Predict the reactants needed to synthesize the given product. (1) Given the product [CH3:19][N:20]([CH3:35])[CH2:21][CH2:22][NH:23][C:24]([C:26]1[C:30]([CH3:31])=[C:29]([CH:32]=[C:13]2[C:12]3[C:16](=[CH:17][C:9]([C:5]4[CH:6]=[CH:7][CH:8]=[C:3]([O:2][CH3:1])[CH:4]=4)=[CH:10][CH:11]=3)[NH:15][C:14]2=[O:18])[NH:28][C:27]=1[CH3:34])=[O:25], predict the reactants needed to synthesize it. The reactants are: [CH3:1][O:2][C:3]1[CH:4]=[C:5]([C:9]2[CH:17]=[C:16]3[C:12]([CH2:13][C:14](=[O:18])[NH:15]3)=[CH:11][CH:10]=2)[CH:6]=[CH:7][CH:8]=1.[CH3:19][N:20]([CH3:35])[CH2:21][CH2:22][NH:23][C:24]([C:26]1[C:30]([CH3:31])=[C:29]([CH:32]=O)[NH:28][C:27]=1[CH3:34])=[O:25]. (2) Given the product [CH2:1]([O:3][C:4](=[O:23])[CH2:5][N:6]1[C:7]([C:18]([O:20][CH2:21][CH3:22])=[O:19])=[C:8]2[O:17][CH2:25][CH2:26][CH2:27][O:16][C:9]2=[C:10]1[C:11]([O:13][CH2:14][CH3:15])=[O:12])[CH3:2], predict the reactants needed to synthesize it. The reactants are: [CH2:1]([O:3][C:4](=[O:23])[CH2:5][N:6]1[C:10]([C:11]([O:13][CH2:14][CH3:15])=[O:12])=[C:9]([OH:16])[C:8]([OH:17])=[C:7]1[C:18]([O:20][CH2:21][CH3:22])=[O:19])[CH3:2].Br[CH2:25][CH2:26][CH2:27]Br.C(=O)([O-])[O-].[K+].[K+].CN(C)C=O. (3) Given the product [F:41][C:38]1[CH:37]=[CH:36][C:35]([C:22]2[N:23]([CH2:24][CH2:25][C@@H:26]([OH:34])[CH2:27][C@@H:28]([OH:33])[CH2:29][C:30]([NH:1][CH2:2][CH2:3][O:4][CH2:5][CH2:6][NH:7][C:8](=[O:14])[O:9][C:10]([CH3:11])([CH3:13])[CH3:12])=[O:31])[C:19]([CH:17]([CH3:18])[CH3:16])=[C:20]([C:48](=[O:49])[NH:50][C:51]3[CH:52]=[CH:53][CH:54]=[CH:55][CH:56]=3)[C:21]=2[C:42]2[CH:47]=[CH:46][CH:45]=[CH:44][CH:43]=2)=[CH:40][CH:39]=1, predict the reactants needed to synthesize it. The reactants are: [NH2:1][CH2:2][CH2:3][O:4][CH2:5][CH2:6][NH:7][C:8](=[O:14])[O:9][C:10]([CH3:13])([CH3:12])[CH3:11].[Na].[CH3:16][CH:17]([C:19]1[N:23]([CH2:24][CH2:25][C@@H:26]([OH:34])[CH2:27][C@@H:28]([OH:33])[CH2:29][C:30](O)=[O:31])[C:22]([C:35]2[CH:36]=[CH:37][C:38]([F:41])=[CH:39][CH:40]=2)=[C:21]([C:42]2[CH:43]=[CH:44][CH:45]=[CH:46][CH:47]=2)[C:20]=1[C:48]([NH:50][C:51]1[CH:52]=[CH:53][CH:54]=[CH:55][CH:56]=1)=[O:49])[CH3:18].CCN=C=NCCCN(C)C. (4) Given the product [Cl:18][C:5]1[C:6]([NH:8][CH2:9][C:10]2[CH:15]=[CH:14][CH:13]=[C:12]([O:16][CH3:17])[CH:11]=2)=[N:7][C:2]([NH:19][C:20]2[CH:21]=[C:22]([CH2:26][CH2:27][CH2:28][OH:29])[CH:23]=[CH:24][CH:25]=2)=[N:3][CH:4]=1, predict the reactants needed to synthesize it. The reactants are: Cl[C:2]1[N:7]=[C:6]([NH:8][CH2:9][C:10]2[CH:15]=[CH:14][CH:13]=[C:12]([O:16][CH3:17])[CH:11]=2)[C:5]([Cl:18])=[CH:4][N:3]=1.[NH2:19][C:20]1[CH:21]=[C:22]([CH2:26][CH2:27][CH2:28][OH:29])[CH:23]=[CH:24][CH:25]=1.O.C1(C)C=CC(S(O)(=O)=O)=CC=1.C([O-])(O)=O.[Na+]. (5) Given the product [C:5]([Si:4]([CH3:8])([CH3:7])[O:3][Si:2]([CH3:1])([CH3:11])[CH:9]=[CH2:10])#[C:6][CH2:12][CH2:13][CH2:14][CH2:15][CH3:16], predict the reactants needed to synthesize it. The reactants are: [CH3:1][Si:2]([CH3:11])([CH:9]=[CH2:10])[O:3][Si:4]([CH3:8])([CH3:7])[CH:5]=[CH2:6].[CH:12]#[C:13][CH2:14][CH2:15][CH2:16]CC.